This data is from Reaction yield outcomes from USPTO patents with 853,638 reactions. The task is: Predict the reaction yield, written as a fraction of the theoretical maximum amount of product (1.0 means a 100% yield; for example, 0.34 means a 34% yield). (1) The reactants are Cl[C:2]1[C:7]([N+:8]([O-:10])=[O:9])=[C:6]([Cl:11])[N:5]=[CH:4][N:3]=1.[CH3:12][O:13][C:14]1[N:19]=[CH:18][C:17]([NH2:20])=[CH:16][CH:15]=1.C(N(CC)CC)C. The catalyst is CC(O)C. The product is [Cl:11][C:6]1[N:5]=[CH:4][N:3]=[C:2]([NH:20][C:17]2[CH:18]=[N:19][C:14]([O:13][CH3:12])=[CH:15][CH:16]=2)[C:7]=1[N+:8]([O-:10])=[O:9]. The yield is 0.960. (2) The reactants are [Cl:1][C:2]1[CH:10]=[C:9]2[C:5](/[C:6](=[CH:12]/[C:13]3[CH:18]=[CH:17][C:16]([F:19])=[C:15]([C:20]([N:22]4[CH2:27][CH2:26][CH:25]([O:28][CH3:29])[CH2:24][CH2:23]4)=[O:21])[CH:14]=3)/[O:7][C:8]2=O)=[CH:4][CH:3]=1.CN(C)C=O.O.[NH2:36][NH2:37]. The catalyst is O. The product is [Cl:1][C:2]1[CH:10]=[C:9]2[C:5]([C:6]([CH2:12][C:13]3[CH:18]=[CH:17][C:16]([F:19])=[C:15]([C:20]([N:22]4[CH2:27][CH2:26][CH:25]([O:28][CH3:29])[CH2:24][CH2:23]4)=[O:21])[CH:14]=3)=[N:36][NH:37][C:8]2=[O:7])=[CH:4][CH:3]=1. The yield is 0.390. (3) The reactants are [NH2:1][CH:2]([C:6]#[N:7])[C:3]([NH2:5])=[O:4].[CH3:8][O-:9].[Na+].[C:11]1([C:17]([CH:19]=O)=O)[CH:16]=[CH:15][CH:14]=[CH:13][CH:12]=1. The catalyst is CO. The product is [CH3:8][O:9][C:6]1[C:2]([C:3]([NH2:5])=[O:4])=[N:1][CH:19]=[C:17]([C:11]2[CH:12]=[CH:13][CH:14]=[CH:15][CH:16]=2)[N:7]=1. The yield is 0.650. (4) The reactants are [C:1]1([OH:7])[CH:6]=[CH:5][CH:4]=[CH:3][CH:2]=1.ClCCCl.[N+:12]([O-:15])([OH:14])=[O:13]. The catalyst is O. The product is [C:1]1([OH:7])[CH:6]=[CH:5][CH:4]=[CH:3][CH:2]=1.[N+:12]([C:2]1[CH:3]=[CH:4][CH:5]=[CH:6][C:1]=1[OH:7])([O-:14])=[O:13].[N+:12]([C:4]1[CH:5]=[CH:6][C:1]([OH:7])=[CH:2][CH:3]=1)([O-:15])=[O:13]. The yield is 1.00. (5) The reactants are [OH-].[Na+].[S:3]1[C:7]([NH2:8])=[N:6][CH:5]=[N:4]1.[C:9]([C:11]1[CH:12]=[C:13]([S:18](Cl)(=[O:20])=[O:19])[CH:14]=[CH:15][C:16]=1[F:17])#[N:10].Cl. The catalyst is O.O1CCOCC1. The product is [C:9]([C:11]1[CH:12]=[C:13]([S:18]([NH:8][C:7]2[S:3][N:4]=[CH:5][N:6]=2)(=[O:20])=[O:19])[CH:14]=[CH:15][C:16]=1[F:17])#[N:10]. The yield is 0.690. (6) The reactants are CS(O[CH:6]1[CH2:9][N:8]([C:10]([N:12]2[CH2:18][CH2:17][CH2:16][N:15]([CH:19]3[CH2:22][CH2:21][CH2:20]3)[CH2:14][CH2:13]2)=[O:11])[CH2:7]1)(=O)=O.[N-:23]=[N+:24]=[N-:25].[Na+]. The catalyst is CS(C)=O.C(Cl)Cl. The product is [N:23]([CH:6]1[CH2:9][N:8]([C:10]([N:12]2[CH2:18][CH2:17][CH2:16][N:15]([CH:19]3[CH2:22][CH2:21][CH2:20]3)[CH2:14][CH2:13]2)=[O:11])[CH2:7]1)=[N+:24]=[N-:25]. The yield is 0.830. (7) The reactants are [F:1][C:2]1[CH:10]=[CH:9][C:8]([C:11]2[CH:16]=[CH:15][CH:14]=[C:13]([F:17])[CH:12]=2)=[CH:7][C:3]=1[C:4]([OH:6])=O.[Cl:18][C:19]1[C:25]([O:26][CH3:27])=[CH:24][CH:23]=[C:22]([Cl:28])[C:20]=1[NH2:21].[H-].[Na+]. The catalyst is O=S(Cl)Cl.C1COCC1. The product is [Cl:18][C:19]1[C:25]([O:26][CH3:27])=[CH:24][CH:23]=[C:22]([Cl:28])[C:20]=1[NH:21][C:4](=[O:6])[C:3]1[CH:7]=[C:8]([C:11]2[CH:16]=[CH:15][CH:14]=[C:13]([F:17])[CH:12]=2)[CH:9]=[CH:10][C:2]=1[F:1]. The yield is 0.210. (8) The reactants are [C:1]1([CH:7]([C:13]2[CH:18]=[CH:17][CH:16]=[CH:15][CH:14]=2)[N:8]2[CH2:11][CH:10]([OH:12])[CH2:9]2)[CH:6]=[CH:5][CH:4]=[CH:3][CH:2]=1.C(N(CC)CC)C.O.C(OCC)(=O)C. The catalyst is CS(C)=O. The product is [CH:7]([N:8]1[CH2:11][C:10](=[O:12])[CH2:9]1)([C:13]1[CH:18]=[CH:17][CH:16]=[CH:15][CH:14]=1)[C:1]1[CH:2]=[CH:3][CH:4]=[CH:5][CH:6]=1. The yield is 0.860. (9) The reactants are Br[C:2]1[C:7]2[N:8]([C:29]3[CH:34]=[CH:33][CH:32]=[CH:31][CH:30]=3)[C:9]([C@@H:11]([NH:13][C:14]3[N:22]=[CH:21][N:20]=[C:19]4[C:15]=3[N:16]=[CH:17][N:18]4C3CCCCO3)[CH3:12])=[N:10][C:6]=2[CH:5]=[CH:4][CH:3]=1.[CH3:35][N:36](C=O)C. The catalyst is C(Cl)Cl.[C-]#N.[Zn+2].[C-]#N.C1C=CC([P]([Pd]([P](C2C=CC=CC=2)(C2C=CC=CC=2)C2C=CC=CC=2)([P](C2C=CC=CC=2)(C2C=CC=CC=2)C2C=CC=CC=2)[P](C2C=CC=CC=2)(C2C=CC=CC=2)C2C=CC=CC=2)(C2C=CC=CC=2)C2C=CC=CC=2)=CC=1. The product is [C:29]1([N:8]2[C:7]3[C:2]([C:35]#[N:36])=[CH:3][CH:4]=[CH:5][C:6]=3[N:10]=[C:9]2[C@@H:11]([NH:13][C:14]2[N:22]=[CH:21][N:20]=[C:19]3[C:15]=2[N:16]=[CH:17][NH:18]3)[CH3:12])[CH:30]=[CH:31][CH:32]=[CH:33][CH:34]=1. The yield is 0.730.